From a dataset of Forward reaction prediction with 1.9M reactions from USPTO patents (1976-2016). Predict the product of the given reaction. (1) Given the reactants [Br:1][C:2]1[CH:3]=[C:4]([NH:8][C@H:9]([C:12]2[CH:17]=[CH:16][CH:15]=[CH:14][CH:13]=2)[CH2:10][NH2:11])[CH:5]=[N:6][CH:7]=1.C(N(CC)C(C)C)(C)C.[CH:27]1([S:30](Cl)(=[O:32])=[O:31])[CH2:29][CH2:28]1, predict the reaction product. The product is: [Br:1][C:2]1[CH:3]=[C:4]([NH:8][C@H:9]([C:12]2[CH:17]=[CH:16][CH:15]=[CH:14][CH:13]=2)[CH2:10][NH:11][S:30]([CH:27]2[CH2:29][CH2:28]2)(=[O:32])=[O:31])[CH:5]=[N:6][CH:7]=1. (2) Given the reactants [NH2:1][CH2:2][CH2:3][C:4]([NH2:6])=[O:5].[Br:7][C:8]1[CH:9]=[CH:10][C:11]([S:14](Cl)(=[O:16])=[O:15])=[N:12][CH:13]=1, predict the reaction product. The product is: [Br:7][C:8]1[CH:9]=[CH:10][C:11]([S:14]([NH:1][CH2:2][CH2:3][C:4]([NH2:6])=[O:5])(=[O:16])=[O:15])=[N:12][CH:13]=1. (3) Given the reactants [H-].[Na+].[CH2:3]([N:5]([CH2:13][CH3:14])[C:6](=[O:12])[CH2:7]P(O)(O)=O)[CH3:4].[C:15]([C:18]1[O:22][C:21]2[C:23]([O:27][CH:28]([C:30]3[CH:35]=[CH:34][CH:33]=[CH:32][CH:31]=3)[CH3:29])=[CH:24][CH:25]=[CH:26][C:20]=2[CH:19]=1)(=O)[CH3:16].[NH4+].[Cl-], predict the reaction product. The product is: [CH2:3]([N:5]([CH2:13][CH3:14])[C:6](=[O:12])/[CH:7]=[C:15](/[C:18]1[O:22][C:21]2[C:23]([O:27][CH:28]([C:30]3[CH:35]=[CH:34][CH:33]=[CH:32][CH:31]=3)[CH3:29])=[CH:24][CH:25]=[CH:26][C:20]=2[CH:19]=1)\[CH3:16])[CH3:4]. (4) The product is: [ClH:38].[CH3:1][C:2]1[CH:7]=[CH:6][CH:5]=[CH:4][C:3]=1[S:8][C:9]1[CH:14]=[CH:13][C:12]2[C:15]3([CH2:30][O:31][C:11]=2[CH:10]=1)[CH2:20][CH2:19][N:18]([CH2:21][CH2:22][C:23]([OH:25])=[O:24])[CH2:17][CH2:16]3. Given the reactants [CH3:1][C:2]1[CH:7]=[CH:6][CH:5]=[CH:4][C:3]=1[S:8][C:9]1[CH:14]=[CH:13][C:12]2[C:15]3([CH2:30][O:31][C:11]=2[CH:10]=1)[CH2:20][CH2:19][N:18]([CH2:21][CH2:22][C:23]([O:25]C(C)(C)C)=[O:24])[CH2:17][CH2:16]3.O1CCOCC1.[ClH:38], predict the reaction product. (5) Given the reactants Br[C:2]1[N:7]=[C:6]([C:8]2[S:12][C:11]([C:13]3[N:17]4[N:18]=[C:19]([CH3:27])[CH:20]=[C:21]([CH:22]([CH2:25][CH3:26])[CH2:23][CH3:24])[C:16]4=[N:15][C:14]=3[CH3:28])=[C:10]([CH3:29])[CH:9]=2)[CH:5]=[CH:4][CH:3]=1.C1C[O:33][CH2:32][CH2:31]1.C([Li])CCC.CON(C)C(=O)C, predict the reaction product. The product is: [CH2:23]([CH:22]([C:21]1[C:16]2[N:17]([C:13]([C:11]3[S:12][C:8]([C:6]4[N:7]=[C:2]([C:32](=[O:33])[CH3:31])[CH:3]=[CH:4][CH:5]=4)=[CH:9][C:10]=3[CH3:29])=[C:14]([CH3:28])[N:15]=2)[N:18]=[C:19]([CH3:27])[CH:20]=1)[CH2:25][CH3:26])[CH3:24]. (6) Given the reactants [Si:1]([O:8][C:9]1[CH:14]=[CH:13][CH:12]=[CH:11][C:10]=1Br)([C:4]([CH3:7])([CH3:6])[CH3:5])([CH3:3])[CH3:2].[CH:16]([C:18]1[CH:19]=[C:20](B(O)O)[CH:21]=[CH:22][CH:23]=1)=O.[C:27](=[O:30])([O-])[O-].[Na+].[Na+], predict the reaction product. The product is: [C:18]12([C:10]3[CH:11]=[C:12]([C:9]4[CH:10]=[C:11]([CH:12]=[CH:13][CH:14]=4)[CH:27]=[O:30])[CH:13]=[CH:14][C:9]=3[O:8][Si:1]([C:4]([CH3:7])([CH3:6])[CH3:5])([CH3:3])[CH3:2])[CH2:19][CH:20]3[CH2:21][CH:22]([CH2:6][CH:4]([CH2:5]3)[CH2:16]1)[CH2:23]2. (7) Given the reactants [C:1]1([CH2:11][CH2:12][O:13][C:14]2[CH:15]=[C:16]([CH:20]=[CH:21][C:22]=2[N+:23]([O-])=O)[C:17]([NH2:19])=[O:18])[C:10]2[C:5](=[CH:6][CH:7]=[CH:8][CH:9]=2)[CH:4]=[CH:3][CH:2]=1.[H][H], predict the reaction product. The product is: [NH2:23][C:22]1[CH:21]=[CH:20][C:16]([C:17]([NH2:19])=[O:18])=[CH:15][C:14]=1[O:13][CH2:12][CH2:11][C:1]1[C:10]2[C:5](=[CH:6][CH:7]=[CH:8][CH:9]=2)[CH:4]=[CH:3][CH:2]=1. (8) Given the reactants [C:1]([O:5][C:6]([N:8]1[CH2:13][CH2:12][CH:11]([C:14]#[CH:15])[CH2:10][CH2:9]1)=[O:7])([CH3:4])([CH3:3])[CH3:2].[Br:16][C:17]1[CH:22]=[CH:21][C:20]([OH:23])=[C:19](I)[CH:18]=1.C(N(CC)CC)C, predict the reaction product. The product is: [C:1]([O:5][C:6]([N:8]1[CH2:13][CH2:12][CH:11]([C:14]#[C:15][C:21]2[CH:22]=[C:17]([Br:16])[CH:18]=[CH:19][C:20]=2[OH:23])[CH2:10][CH2:9]1)=[O:7])([CH3:4])([CH3:3])[CH3:2]. (9) Given the reactants [Cl:1][C:2]1[C:7]([N:8]([S:19]([CH3:22])(=[O:21])=[O:20])C(C2C=CC=C(CCl)N=2)=O)=[CH:6][C:5]([C:23]2[CH:31]=[C:30]3[C:26]([CH:27]=[N:28][N:29]3S(C3C=CC=CC=3)(=O)=O)=[C:25]([NH:41][C:42]([C:44]3[CH:49]=[CH:48][CH:47]=[C:46]([CH2:50]Cl)[N:45]=3)=[O:43])[CH:24]=2)=[CH:4][N:3]=1.[NH:52]1[CH2:57][CH2:56][O:55][CH2:54][CH2:53]1, predict the reaction product. The product is: [Cl:1][C:2]1[N:3]=[CH:4][C:5]([C:23]2[CH:31]=[C:30]3[C:26]([CH:27]=[N:28][NH:29]3)=[C:25]([NH:41][C:42]([C:44]3[CH:49]=[CH:48][CH:47]=[C:46]([CH2:50][N:52]4[CH2:57][CH2:56][O:55][CH2:54][CH2:53]4)[N:45]=3)=[O:43])[CH:24]=2)=[CH:6][C:7]=1[NH:8][S:19]([CH3:22])(=[O:20])=[O:21]. (10) Given the reactants [O:1]=[C:2]1[C:10]2([C:14]3=[CH:15][C:16]4[O:20][CH2:19][O:18][C:17]=4[CH:21]=[C:13]3[O:12][CH2:11]2)[C:9]2[C:4](=[CH:5][CH:6]=[CH:7][CH:8]=2)[N:3]1[CH2:22][C:23]1[O:27][C:26]([C:28]([F:31])([F:30])[F:29])=[C:25]([C:32]([O:34]CC)=[O:33])[CH:24]=1.[OH-].[Na+], predict the reaction product. The product is: [O:1]=[C:2]1[C:10]2([C:14]3=[CH:15][C:16]4[O:20][CH2:19][O:18][C:17]=4[CH:21]=[C:13]3[O:12][CH2:11]2)[C:9]2[C:4](=[CH:5][CH:6]=[CH:7][CH:8]=2)[N:3]1[CH2:22][C:23]1[O:27][C:26]([C:28]([F:31])([F:30])[F:29])=[C:25]([C:32]([OH:34])=[O:33])[CH:24]=1.